This data is from Forward reaction prediction with 1.9M reactions from USPTO patents (1976-2016). The task is: Predict the product of the given reaction. (1) Given the reactants [NH:1]1[C:9]2[C:4](=[CH:5][CH:6]=[CH:7][CH:8]=2)[C:3]([CH:10]=[O:11])=[CH:2]1.[CH2:12](Br)[CH3:13].[H-].[Na+], predict the reaction product. The product is: [CH2:12]([N:1]1[C:9]2[C:4](=[CH:5][CH:6]=[CH:7][CH:8]=2)[C:3]([CH:10]=[O:11])=[CH:2]1)[CH3:13]. (2) Given the reactants COC([C@H]1C[C@@H](O)CN1C(OC(C)(C)C)=O)=O.[CH3:18][O:19][C:20]([C@@H:22]1[CH2:26][C@H:25]([NH2:27])[CH2:24][N:23]1[CH2:28][CH:29]1[CH2:34][CH2:33][CH2:32][CH2:31][CH2:30]1)=[O:21], predict the reaction product. The product is: [CH3:18][O:19][C:20]([C@H:22]1[CH2:26][C@H:25]([NH2:27])[CH2:24][N:23]1[CH2:28][CH:29]1[CH2:34][CH2:33][CH2:32][CH2:31][CH2:30]1)=[O:21]. (3) Given the reactants [F:1][C:2]([F:34])([F:33])[O:3][C:4]1[CH:9]=[CH:8][C:7]([C:10]2[CH:19]=[C:18]3[C:13]([C:14](OS(C(F)(F)F)(=O)=O)=[CH:15][C:16]([C:20]([O:22][CH2:23][CH3:24])=[O:21])=[CH:17]3)=[CH:12][CH:11]=2)=[CH:6][CH:5]=1.[S:35]1[CH:39]=[CH:38][C:37](B(O)O)=[CH:36]1.C(=O)([O-])[O-].[Na+].[Na+].C(Cl)Cl, predict the reaction product. The product is: [S:35]1[CH:39]=[CH:38][C:37]([C:14]2[C:13]3[C:18](=[CH:19][C:10]([C:7]4[CH:8]=[CH:9][C:4]([O:3][C:2]([F:1])([F:34])[F:33])=[CH:5][CH:6]=4)=[CH:11][CH:12]=3)[CH:17]=[C:16]([C:20]([O:22][CH2:23][CH3:24])=[O:21])[CH:15]=2)=[CH:36]1. (4) Given the reactants [C:1]([C:3]1[NH:20][C:6]2[C:7]([C:14]([O:16][CH:17]([CH3:19])[CH3:18])=[O:15])=[CH:8][NH:9][CH2:10][C:11]([CH3:13])([CH3:12])[C:5]=2[CH:4]=1)#[N:2].C([BH3-])#N.[Na+].[OH-].[Na+], predict the reaction product. The product is: [C:1]([C:3]1[NH:20][C:6]2[CH:7]([C:14]([O:16][CH:17]([CH3:18])[CH3:19])=[O:15])[CH2:8][NH:9][CH2:10][C:11]([CH3:13])([CH3:12])[C:5]=2[CH:4]=1)#[N:2]. (5) Given the reactants [Cl:1][C:2]1[CH:20]=[CH:19][C:5]([O:6][C:7]2[CH:8]=[C:9]([C:16]([OH:18])=O)[C:10](=[CH:14][CH:15]=2)[C:11]([OH:13])=O)=[CH:4][CH:3]=1.[CH2:21]([O:25][C:26](=[O:29])[CH2:27][NH2:28])[CH2:22][CH2:23][CH3:24], predict the reaction product. The product is: [CH2:21]([O:25][C:26](=[O:29])[CH2:27][N:28]1[C:16](=[O:18])[C:9]2[C:10](=[CH:14][CH:15]=[C:7]([O:6][C:5]3[CH:4]=[CH:3][C:2]([Cl:1])=[CH:20][CH:19]=3)[CH:8]=2)[C:11]1=[O:13])[CH2:22][CH2:23][CH3:24]. (6) The product is: [CH3:21][O:20][C:18](=[O:19])[CH2:17][N:4]1[C:5]2[C:10](=[CH:9][CH:8]=[C:7]([Cl:12])[CH:6]=2)[CH2:11][CH:2]([NH2:1])[C:3]1=[O:13]. Given the reactants [NH2:1][CH:2]1[CH2:11][C:10]2[C:5](=[CH:6][C:7]([Cl:12])=[CH:8][CH:9]=2)[NH:4][C:3]1=[O:13].[H-].[Na+].Br[CH2:17][C:18]([O:20][CH3:21])=[O:19], predict the reaction product. (7) Given the reactants [Cl:1][C:2]1[CH:3]=[C:4]2[C:8](=[CH:9][CH:10]=1)[NH:7][C:6]([C:11]([NH:13][C@H:14]1[C@@H:19]([NH:20][C:21]([C:23]3[S:24][C:25]4[CH2:26][N:27]([CH3:32])[CH2:28][CH2:29][C:30]=4[N:31]=3)=[O:22])[CH2:18][CH2:17][C@@H:16]([C:33]([O:35]C)=[O:34])[CH2:15]1)=[O:12])=[CH:5]2.[OH-].[Li+:38].O, predict the reaction product. The product is: [Cl:1][C:2]1[CH:3]=[C:4]2[C:8](=[CH:9][CH:10]=1)[NH:7][C:6]([C:11]([NH:13][C@H:14]1[C@@H:19]([NH:20][C:21]([C:23]3[S:24][C:25]4[CH2:26][N:27]([CH3:32])[CH2:28][CH2:29][C:30]=4[N:31]=3)=[O:22])[CH2:18][CH2:17][C@@H:16]([C:33]([O-:35])=[O:34])[CH2:15]1)=[O:12])=[CH:5]2.[Li+:38]. (8) Given the reactants [Li+].[BH4-].C([O:6][C:7]1[CH:12]=[CH:11][C:10]([C@@H:13]2[CH2:15][C@H:14]2[NH:16][C:17](=[O:23])[O:18][C:19]([CH3:22])([CH3:21])[CH3:20])=[CH:9][CH:8]=1)C=C, predict the reaction product. The product is: [OH:6][C:7]1[CH:12]=[CH:11][C:10]([C@@H:13]2[CH2:15][C@H:14]2[NH:16][C:17](=[O:23])[O:18][C:19]([CH3:21])([CH3:20])[CH3:22])=[CH:9][CH:8]=1.